This data is from Reaction yield outcomes from USPTO patents with 853,638 reactions. The task is: Predict the reaction yield, written as a fraction of the theoretical maximum amount of product (1.0 means a 100% yield; for example, 0.34 means a 34% yield). (1) The reactants are [Cl:1][C:2]1[N:3]=[C:4]([C:9]([NH:11][C:12]2[CH:13]=[C:14]3[C:18](=[CH:19][CH:20]=2)[CH2:17][N:16]([C:21]2[S:22][C:23]([C:26]([O:28]CC)=[O:27])=[CH:24][N:25]=2)[CH2:15]3)=[O:10])[NH:5][C:6]=1[CH2:7][CH3:8].[OH-].[Li+].CO. The catalyst is ClCCl. The yield is 0.570. The product is [Cl:1][C:2]1[N:3]=[C:4]([C:9]([NH:11][C:12]2[CH:13]=[C:14]3[C:18](=[CH:19][CH:20]=2)[CH2:17][N:16]([C:21]2[S:22][C:23]([C:26]([OH:28])=[O:27])=[CH:24][N:25]=2)[CH2:15]3)=[O:10])[NH:5][C:6]=1[CH2:7][CH3:8]. (2) The reactants are [Br:1][C:2]1[CH:3]=[C:4]([C:8]2[N:9]=[C:10]([CH:13]([NH2:20])[CH2:14][CH2:15][CH2:16][CH:17]([CH3:19])[CH3:18])[NH:11][CH:12]=2)[CH:5]=[CH:6][CH:7]=1.[C:21]1(=O)[CH2:26][CH2:25][CH2:24][CH2:23][CH2:22]1. No catalyst specified. The product is [Br:1][C:2]1[CH:3]=[C:4]([C:8]2[N:9]=[C:10]([CH:13]([NH:20][CH:21]3[CH2:26][CH2:25][CH2:24][CH2:23][CH2:22]3)[CH2:14][CH2:15][CH2:16][CH:17]([CH3:18])[CH3:19])[NH:11][CH:12]=2)[CH:5]=[CH:6][CH:7]=1. The yield is 0.380. (3) The reactants are Br[C:2]1[C:7]([NH2:8])=[CH:6][CH:5]=[C:4]([CH3:9])[N:3]=1.[CH2:10]([N:14]1[N:18]=[C:17]2[CH:19]=[CH:20][CH:21]=[CH:22][C:16]2=[N:15]1)[CH2:11][C:12]#[CH:13]. No catalyst specified. The product is [N:15]1[N:14]([CH2:10][CH2:11][C:12]#[C:13][C:2]2[C:7]([NH2:8])=[CH:6][CH:5]=[C:4]([CH3:9])[N:3]=2)[N:18]=[C:17]2[CH:19]=[CH:20][CH:21]=[CH:22][C:16]=12. The yield is 0.450. (4) The reactants are Cl[C:2]1[C:3]([C:8]2[CH:13]=[CH:12][C:11]([CH2:14][C:15]([O:17][CH3:18])=[O:16])=[CH:10][CH:9]=2)=[N:4][CH:5]=[CH:6][N:7]=1.[CH:19]1(B(O)O)[CH2:21][CH2:20]1.C1(P(C2CCCCC2)C2CCCCC2)CCCCC1.P([O-])([O-])([O-])=O.[K+].[K+].[K+]. The catalyst is C1(C)C=CC=CC=1.O.C1C=CC(/C=C/C(/C=C/C2C=CC=CC=2)=O)=CC=1.C1C=CC(/C=C/C(/C=C/C2C=CC=CC=2)=O)=CC=1.C1C=CC(/C=C/C(/C=C/C2C=CC=CC=2)=O)=CC=1.[Pd].[Pd]. The product is [CH:19]1([C:2]2[C:3]([C:8]3[CH:13]=[CH:12][C:11]([CH2:14][C:15]([O:17][CH3:18])=[O:16])=[CH:10][CH:9]=3)=[N:4][CH:5]=[CH:6][N:7]=2)[CH2:21][CH2:20]1. The yield is 0.650. (5) The catalyst is C(#N)C. The reactants are [Cl:1][C:2]1[CH:3]=[C:4]([CH3:14])[C:5]2[NH:10]C(=O)[O:8][C:7](=O)[C:6]=2[CH:13]=1.C(O)(=O)C.[CH3:19][NH2:20].O. The yield is 0.870. The product is [NH2:10][C:5]1[C:4]([CH3:14])=[CH:3][C:2]([Cl:1])=[CH:13][C:6]=1[C:7]([NH:20][CH3:19])=[O:8]. (6) The reactants are [CH2:1]([N:8]([CH2:18][CH2:19][CH2:20][N:21]([CH2:31][C:32]1[CH:37]=[CH:36][CH:35]=[CH:34][CH:33]=1)[C:22]([O:24][CH2:25][C:26]1[S:30][CH:29]=[N:28][CH:27]=1)=[O:23])[C:9](=[O:17])[O:10][CH2:11][C:12]1[S:16][CH:15]=[N:14][CH:13]=1)[C:2]1[CH:7]=[CH:6][CH:5]=[CH:4][CH:3]=1.[H-].[Na+].[C:40]1([C:40]2[CH:45]=[CH:44][C:43](CBr)=[CH:42][CH:41]=2)[CH:45]=[CH:44][CH:43]=[CH:42][CH:41]=1. The product is [C:35]1([C:2]2[CH:7]=[CH:6][CH:5]=[CH:4][CH:3]=2)[CH:34]=[CH:33][C:32]([CH2:31][N:21]([CH2:20][CH2:19][CH2:18][N:8]([CH2:1][C:2]2[CH:7]=[CH:6][C:5]([C:40]3[CH:45]=[CH:44][CH:43]=[CH:42][CH:41]=3)=[CH:4][CH:3]=2)[C:9]([O:10][CH2:11][C:12]2[S:16][CH:15]=[N:14][CH:13]=2)=[O:17])[C:22](=[O:23])[O:24][CH2:25][C:26]2[S:30][CH:29]=[N:28][CH:27]=2)=[CH:37][CH:36]=1. No catalyst specified. The yield is 0.250. (7) The reactants are [Br:1][C:2]1[S:6][C:5]([NH:7][C:8](=[O:17])[CH2:9][CH:10]2[S:14][C:13](=[NH:15])[NH:12][C:11]2=[O:16])=[C:4]([C:18]([O:20][CH2:21][CH3:22])=[O:19])[C:3]=1[CH2:23]Br.[NH2:25][C:26]1[CH:31]=[CH:30][CH:29]=[CH:28][CH:27]=1. No catalyst specified. The product is [NH:25]([CH2:23][C:3]1[C:4]([C:18]([O:20][CH2:21][CH3:22])=[O:19])=[C:5]([NH:7][C:8](=[O:17])[CH2:9][CH:10]2[S:14][C:13](=[NH:15])[NH:12][C:11]2=[O:16])[S:6][C:2]=1[Br:1])[C:26]1[CH:31]=[CH:30][CH:29]=[CH:28][CH:27]=1. The yield is 0.200. (8) The reactants are [CH3:1][O:2][C:3]([C:5]12[CH2:12][CH2:11][C:8](C(O)=O)([CH2:9][CH2:10]1)[CH2:7][CH2:6]2)=[O:4].[OH-].[Na+].[Br:18]Br. The catalyst is CC(C)=O.O.CCCCCC.[N+]([O-])([O-])=O.[Ag+].[Ag]. The product is [Br:18][C:8]12[CH2:11][CH2:12][C:5]([C:3]([O:2][CH3:1])=[O:4])([CH2:10][CH2:9]1)[CH2:6][CH2:7]2. The yield is 0.330. (9) The reactants are [C@@H:1]12[CH2:7][NH:6][C@@H:5]1[CH2:4][N:3]([C:8]([O:10][CH2:11][C:12]1[CH:17]=[CH:16][CH:15]=[CH:14][CH:13]=1)=[O:9])[CH2:2]2.Br[C:19]1[CH:20]=[N:21][CH:22]=[CH:23][CH:24]=1. No catalyst specified. The product is [N:21]1[CH:22]=[CH:23][CH:24]=[C:19]([N:6]2[CH2:7][C@@H:1]3[C@H:5]2[CH2:4][N:3]([C:8]([O:10][CH2:11][C:12]2[CH:17]=[CH:16][CH:15]=[CH:14][CH:13]=2)=[O:9])[CH2:2]3)[CH:20]=1. The yield is 0.420.